From a dataset of Catalyst prediction with 721,799 reactions and 888 catalyst types from USPTO. Predict which catalyst facilitates the given reaction. Reactant: Cl[S:2]([C:5]1[CH:10]=[CH:9][C:8]([C:11]2[C:20]([CH3:22])([CH3:21])[CH2:19][C:18]3[C:13](=[CH:14][CH:15]=[C:16]([C:23]([O:25][CH3:26])=[O:24])[CH:17]=3)[N:12]=2)=[CH:7][CH:6]=1)(=[O:4])=[O:3].Cl.CN.[CH:30]([N:33](CC)C(C)C)(C)C. Product: [CH3:21][C:20]1([CH3:22])[CH2:19][C:18]2[C:13](=[CH:14][CH:15]=[C:16]([C:23]([O:25][CH3:26])=[O:24])[CH:17]=2)[N:12]=[C:11]1[C:8]1[CH:9]=[CH:10][C:5]([S:2](=[O:4])(=[O:3])[NH:33][CH3:30])=[CH:6][CH:7]=1. The catalyst class is: 4.